From a dataset of Full USPTO retrosynthesis dataset with 1.9M reactions from patents (1976-2016). Predict the reactants needed to synthesize the given product. (1) Given the product [Br:1][C:2]1[CH:8]=[C:7]([O:9][CH:10]([F:11])[F:12])[CH:6]=[CH:5][C:3]=1[NH:4][CH:13]=[O:14], predict the reactants needed to synthesize it. The reactants are: [Br:1][C:2]1[CH:8]=[C:7]([O:9][CH:10]([F:12])[F:11])[CH:6]=[CH:5][C:3]=1[NH2:4].[CH:13](O)=[O:14].[Cl-].COC1N=C(OC)N=C([N+]2(C)CCOCC2)N=1.CN1CCOCC1. (2) Given the product [F:17][C:13]1([F:16])[CH2:14][CH2:15][C@H:10]([OH:9])[C@@H:11]([C:18]2[N:22]([CH2:23][O:24][CH2:25][CH2:26][O:27][CH3:28])[N:21]=[CH:20][CH:19]=2)[CH2:12]1, predict the reactants needed to synthesize it. The reactants are: C([O:9][C@H:10]1[CH2:15][CH2:14][C:13]([F:17])([F:16])[CH2:12][C@@H:11]1[C:18]1[N:22]([CH2:23][O:24][CH2:25][CH2:26][O:27][CH3:28])[N:21]=[CH:20][CH:19]=1)(=O)C1C=CC=CC=1.C(=O)([O-])[O-].[K+].[K+]. (3) The reactants are: Cl[C:2]1[CH:7]=[C:6]([O:8][C:9]2[CH:15]=[CH:14][C:12]([NH2:13])=[C:11]([F:16])[CH:10]=2)[CH:5]=[CH:4][N:3]=1.[CH2:17]([N:19]1[CH:23]=[C:22](B2OC(C)(C)C(C)(C)O2)[CH:21]=[N:20]1)[CH3:18].C([O-])([O-])=O.[Na+].[Na+]. Given the product [CH2:17]([N:19]1[CH:23]=[C:22]([C:2]2[CH:7]=[C:6]([O:8][C:9]3[CH:15]=[CH:14][C:12]([NH2:13])=[C:11]([F:16])[CH:10]=3)[CH:5]=[CH:4][N:3]=2)[CH:21]=[N:20]1)[CH3:18], predict the reactants needed to synthesize it. (4) Given the product [CH3:1][C:2]1([CH3:34])[O:6]/[C:5](=[C:7]2/[C:8](=[O:20])[NH:9][C:10]3[C:15]/2=[CH:14][C:13]([C:16]([OH:18])=[O:17])=[CH:12][CH:11]=3)/[CH:4]=[C:3]1[C:21]1[CH:26]=[CH:25][C:24]([CH2:27][N:28]2[CH2:33][CH2:32][O:31][CH2:30][CH2:29]2)=[CH:23][CH:22]=1, predict the reactants needed to synthesize it. The reactants are: [CH3:1][C:2]1([CH3:34])[O:6]/[C:5](=[C:7]2/[C:8](=[O:20])[NH:9][C:10]3[C:15]/2=[CH:14][C:13]([C:16]([O:18]C)=[O:17])=[CH:12][CH:11]=3)/[CH:4]=[C:3]1[C:21]1[CH:26]=[CH:25][C:24]([CH2:27][N:28]2[CH2:33][CH2:32][O:31][CH2:30][CH2:29]2)=[CH:23][CH:22]=1.[OH-].[Na+].Cl. (5) Given the product [F:6][C:7]1[C:12]([I:14])=[CH:11][C:10]([CH3:13])=[CH:9][N:8]=1, predict the reactants needed to synthesize it. The reactants are: C([Li])CCC.[F:6][C:7]1[CH:12]=[CH:11][C:10]([CH3:13])=[CH:9][N:8]=1.[I:14]I. (6) Given the product [CH3:1][O:2][C:3](=[O:12])[C:4]1[CH:9]=[CH:8][CH:7]=[C:6]([CH2:10][N:13]2[CH2:17][CH2:16][CH2:15][CH2:14]2)[CH:5]=1, predict the reactants needed to synthesize it. The reactants are: [CH3:1][O:2][C:3](=[O:12])[C:4]1[CH:9]=[CH:8][CH:7]=[C:6]([CH2:10]Br)[CH:5]=1.[NH:13]1[CH2:17][CH2:16][CH2:15][CH2:14]1.C([O-])([O-])=O.[K+].[K+].